Dataset: Peptide-MHC class I binding affinity with 185,985 pairs from IEDB/IMGT. Task: Regression. Given a peptide amino acid sequence and an MHC pseudo amino acid sequence, predict their binding affinity value. This is MHC class I binding data. (1) The peptide sequence is FAFIDFSKST. The MHC is HLA-A68:02 with pseudo-sequence HLA-A68:02. The binding affinity (normalized) is 0.212. (2) The peptide sequence is SLFLPKLVV. The binding affinity (normalized) is 0.300. The MHC is HLA-A68:02 with pseudo-sequence HLA-A68:02. (3) The peptide sequence is FHVNPAFVL. The MHC is HLA-B39:01 with pseudo-sequence HLA-B39:01. The binding affinity (normalized) is 0.756. (4) The peptide sequence is VAEHRFENM. The MHC is HLA-A02:02 with pseudo-sequence HLA-A02:02. The binding affinity (normalized) is 0.180. (5) The MHC is HLA-B08:01 with pseudo-sequence HLA-B08:01. The binding affinity (normalized) is 0.0847. The peptide sequence is KYTSGRQEK. (6) The peptide sequence is FIKDRATAV. The binding affinity (normalized) is 0.0847. The MHC is HLA-B44:02 with pseudo-sequence HLA-B44:02. (7) The peptide sequence is RSEVELCIY. The MHC is HLA-B08:01 with pseudo-sequence HLA-B08:01. The binding affinity (normalized) is 0.0847. (8) The peptide sequence is PTDYMSSKL. The MHC is HLA-A11:01 with pseudo-sequence HLA-A11:01. The binding affinity (normalized) is 0.0847. (9) The peptide sequence is YLCLIQKAL. The MHC is HLA-A02:01 with pseudo-sequence HLA-A02:01. The binding affinity (normalized) is 0.626.